The task is: Regression. Given two drug SMILES strings and cell line genomic features, predict the synergy score measuring deviation from expected non-interaction effect.. This data is from NCI-60 drug combinations with 297,098 pairs across 59 cell lines. (1) Drug 2: CC1CCCC2(C(O2)CC(NC(=O)CC(C(C(=O)C(C1O)C)(C)C)O)C(=CC3=CSC(=N3)C)C)C. Synergy scores: CSS=34.3, Synergy_ZIP=3.24, Synergy_Bliss=-1.56, Synergy_Loewe=-34.6, Synergy_HSA=-5.70. Drug 1: CN1C(=O)N2C=NC(=C2N=N1)C(=O)N. Cell line: BT-549. (2) Drug 1: C1=CC=C(C=C1)NC(=O)CCCCCCC(=O)NO. Drug 2: C1CN(CCN1C(=O)CCBr)C(=O)CCBr. Cell line: UO-31. Synergy scores: CSS=29.6, Synergy_ZIP=-5.49, Synergy_Bliss=4.30, Synergy_Loewe=9.81, Synergy_HSA=10.3. (3) Drug 1: CN1CCC(CC1)COC2=C(C=C3C(=C2)N=CN=C3NC4=C(C=C(C=C4)Br)F)OC. Drug 2: CC1=CC=C(C=C1)C2=CC(=NN2C3=CC=C(C=C3)S(=O)(=O)N)C(F)(F)F. Cell line: CAKI-1. Synergy scores: CSS=32.9, Synergy_ZIP=-10.1, Synergy_Bliss=-2.48, Synergy_Loewe=-35.1, Synergy_HSA=-0.648. (4) Drug 1: CC1=CC2C(CCC3(C2CCC3(C(=O)C)OC(=O)C)C)C4(C1=CC(=O)CC4)C. Drug 2: CC1CCC2CC(C(=CC=CC=CC(CC(C(=O)C(C(C(=CC(C(=O)CC(OC(=O)C3CCCCN3C(=O)C(=O)C1(O2)O)C(C)CC4CCC(C(C4)OC)O)C)C)O)OC)C)C)C)OC. Cell line: ACHN. Synergy scores: CSS=24.7, Synergy_ZIP=-7.49, Synergy_Bliss=-4.60, Synergy_Loewe=-33.0, Synergy_HSA=-3.88. (5) Drug 1: CC1=C2C(C(=O)C3(C(CC4C(C3C(C(C2(C)C)(CC1OC(=O)C(C(C5=CC=CC=C5)NC(=O)OC(C)(C)C)O)O)OC(=O)C6=CC=CC=C6)(CO4)OC(=O)C)O)C)O. Drug 2: C1CC(=O)NC(=O)C1N2C(=O)C3=CC=CC=C3C2=O. Cell line: SN12C. Synergy scores: CSS=7.40, Synergy_ZIP=-3.71, Synergy_Bliss=-2.06, Synergy_Loewe=-30.5, Synergy_HSA=-9.39. (6) Drug 1: C1C(C(OC1N2C=NC3=C(N=C(N=C32)Cl)N)CO)O. Drug 2: CC1=C2C(C(=O)C3(C(CC4C(C3C(C(C2(C)C)(CC1OC(=O)C(C(C5=CC=CC=C5)NC(=O)C6=CC=CC=C6)O)O)OC(=O)C7=CC=CC=C7)(CO4)OC(=O)C)O)C)OC(=O)C. Cell line: SK-MEL-5. Synergy scores: CSS=56.8, Synergy_ZIP=2.87, Synergy_Bliss=9.05, Synergy_Loewe=-0.984, Synergy_HSA=6.07. (7) Drug 1: CC1C(C(CC(O1)OC2CC(CC3=C2C(=C4C(=C3O)C(=O)C5=C(C4=O)C(=CC=C5)OC)O)(C(=O)C)O)N)O.Cl. Drug 2: C1=CC(=CC=C1C#N)C(C2=CC=C(C=C2)C#N)N3C=NC=N3. Cell line: HCT116. Synergy scores: CSS=44.2, Synergy_ZIP=0.591, Synergy_Bliss=3.27, Synergy_Loewe=-34.7, Synergy_HSA=3.45. (8) Drug 1: CC(C1=C(C=CC(=C1Cl)F)Cl)OC2=C(N=CC(=C2)C3=CN(N=C3)C4CCNCC4)N. Drug 2: C1=CN(C=N1)CC(O)(P(=O)(O)O)P(=O)(O)O. Cell line: SW-620. Synergy scores: CSS=11.5, Synergy_ZIP=-2.35, Synergy_Bliss=1.11, Synergy_Loewe=-5.13, Synergy_HSA=0.675. (9) Drug 2: CC1CCC2CC(C(=CC=CC=CC(CC(C(=O)C(C(C(=CC(C(=O)CC(OC(=O)C3CCCCN3C(=O)C(=O)C1(O2)O)C(C)CC4CCC(C(C4)OC)OCCO)C)C)O)OC)C)C)C)OC. Drug 1: CC1C(C(=O)NC(C(=O)N2CCCC2C(=O)N(CC(=O)N(C(C(=O)O1)C(C)C)C)C)C(C)C)NC(=O)C3=C4C(=C(C=C3)C)OC5=C(C(=O)C(=C(C5=N4)C(=O)NC6C(OC(=O)C(N(C(=O)CN(C(=O)C7CCCN7C(=O)C(NC6=O)C(C)C)C)C)C(C)C)C)N)C. Cell line: SN12C. Synergy scores: CSS=4.08, Synergy_ZIP=6.76, Synergy_Bliss=14.2, Synergy_Loewe=1.81, Synergy_HSA=1.47. (10) Drug 1: C1=CN(C=N1)CC(O)(P(=O)(O)O)P(=O)(O)O. Drug 2: COCCOC1=C(C=C2C(=C1)C(=NC=N2)NC3=CC=CC(=C3)C#C)OCCOC.Cl. Cell line: K-562. Synergy scores: CSS=0.940, Synergy_ZIP=2.63, Synergy_Bliss=4.17, Synergy_Loewe=3.01, Synergy_HSA=-0.354.